This data is from NCI-60 drug combinations with 297,098 pairs across 59 cell lines. The task is: Regression. Given two drug SMILES strings and cell line genomic features, predict the synergy score measuring deviation from expected non-interaction effect. (1) Drug 1: C1CCC(CC1)NC(=O)N(CCCl)N=O. Drug 2: C(CCl)NC(=O)N(CCCl)N=O. Cell line: RPMI-8226. Synergy scores: CSS=41.0, Synergy_ZIP=3.96, Synergy_Bliss=3.38, Synergy_Loewe=-10.2, Synergy_HSA=3.51. (2) Drug 1: CC12CCC3C(C1CCC2=O)CC(=C)C4=CC(=O)C=CC34C. Drug 2: COCCOC1=C(C=C2C(=C1)C(=NC=N2)NC3=CC=CC(=C3)C#C)OCCOC.Cl. Cell line: IGROV1. Synergy scores: CSS=37.5, Synergy_ZIP=4.18, Synergy_Bliss=3.93, Synergy_Loewe=4.24, Synergy_HSA=6.79. (3) Drug 1: CC=C1C(=O)NC(C(=O)OC2CC(=O)NC(C(=O)NC(CSSCCC=C2)C(=O)N1)C(C)C)C(C)C. Drug 2: CCCCC(=O)OCC(=O)C1(CC(C2=C(C1)C(=C3C(=C2O)C(=O)C4=C(C3=O)C=CC=C4OC)O)OC5CC(C(C(O5)C)O)NC(=O)C(F)(F)F)O. Cell line: BT-549. Synergy scores: CSS=48.3, Synergy_ZIP=-4.43, Synergy_Bliss=-0.810, Synergy_Loewe=-5.69, Synergy_HSA=1.51. (4) Drug 1: CN1C2=C(C=C(C=C2)N(CCCl)CCCl)N=C1CCCC(=O)O.Cl. Drug 2: CC1CCC2CC(C(=CC=CC=CC(CC(C(=O)C(C(C(=CC(C(=O)CC(OC(=O)C3CCCCN3C(=O)C(=O)C1(O2)O)C(C)CC4CCC(C(C4)OC)O)C)C)O)OC)C)C)C)OC. Cell line: SK-MEL-28. Synergy scores: CSS=15.5, Synergy_ZIP=-8.74, Synergy_Bliss=-4.42, Synergy_Loewe=-7.94, Synergy_HSA=-3.43. (5) Drug 2: COC1=C2C(=CC3=C1OC=C3)C=CC(=O)O2. Cell line: OVCAR3. Synergy scores: CSS=1.61, Synergy_ZIP=5.48, Synergy_Bliss=19.9, Synergy_Loewe=-20.9, Synergy_HSA=-3.18. Drug 1: C1=NC(=NC(=O)N1C2C(C(C(O2)CO)O)O)N.